Dataset: Full USPTO retrosynthesis dataset with 1.9M reactions from patents (1976-2016). Task: Predict the reactants needed to synthesize the given product. (1) Given the product [OH:14][C:15]1[CH:20]=[C:19]([CH3:21])[N:1]([C:2]2[CH:3]=[C:4]([CH:9]=[CH:10][C:11]=2[O:12][CH3:13])[C:5]([O:7][CH3:8])=[O:6])[C:17](=[O:18])[CH:16]=1, predict the reactants needed to synthesize it. The reactants are: [NH2:1][C:2]1[CH:3]=[C:4]([CH:9]=[CH:10][C:11]=1[O:12][CH3:13])[C:5]([O:7][CH3:8])=[O:6].[OH:14][C:15]1[CH:20]=[C:19]([CH3:21])[O:18][C:17](=O)[CH:16]=1.C([O-])([O-])=O.[Na+].[Na+]. (2) Given the product [C:36]([CH2:37][CH2:38][NH:39][C:28](=[O:29])[CH2:27][CH2:26][CH2:25][S:24][C:7]1[N:8]([C:12]2[CH:13]=[CH:14][C:15]([O:18][CH2:19][C:20]([F:21])([F:22])[F:23])=[CH:16][CH:17]=2)[C:9](=[O:11])[C:10]2[N:2]([CH3:1])[CH:3]=[CH:4][C:5]=2[N:6]=1)#[N:35], predict the reactants needed to synthesize it. The reactants are: [CH3:1][N:2]1[C:10]2[C:9](=[O:11])[N:8]([C:12]3[CH:17]=[CH:16][C:15]([O:18][CH2:19][C:20]([F:23])([F:22])[F:21])=[CH:14][CH:13]=3)[C:7]([S:24][CH2:25][CH2:26][CH2:27][C:28](OC(C)(C)C)=[O:29])=[N:6][C:5]=2[CH:4]=[CH:3]1.[NH2:35][CH2:36][CH2:37][C:38]#[N:39].Cl.C(N=C=NCCCN(C)C)C.ON1C2C=CC=CC=2N=N1.